From a dataset of Forward reaction prediction with 1.9M reactions from USPTO patents (1976-2016). Predict the product of the given reaction. (1) Given the reactants [CH2:1]([N:3]([CH2:30][CH3:31])[CH2:4][C:5]1[S:6][C:7]([C:11]2[O:15][N:14]=[C:13]([C:16]3[CH:21]=[C:20]([CH3:22])[C:19]([O:23][CH2:24][C@@H:25]4[CH2:27][O:26]4)=[C:18]([CH2:28][CH3:29])[CH:17]=3)[N:12]=2)=[CH:8][C:9]=1[CH3:10])[CH3:2].[NH3:32], predict the reaction product. The product is: [NH2:32][CH2:27][C@H:25]([OH:26])[CH2:24][O:23][C:19]1[C:20]([CH3:22])=[CH:21][C:16]([C:13]2[N:12]=[C:11]([C:7]3[S:6][C:5]([CH2:4][N:3]([CH2:30][CH3:31])[CH2:1][CH3:2])=[C:9]([CH3:10])[CH:8]=3)[O:15][N:14]=2)=[CH:17][C:18]=1[CH2:28][CH3:29]. (2) Given the reactants [Br:1][C:2]1[N:7]=[C:6]([C:8](OC)=[O:9])[C:5]([NH:12][CH:13]2[CH2:16][O:15][CH2:14]2)=[CH:4][C:3]=1[F:17].[NH3:18], predict the reaction product. The product is: [Br:1][C:2]1[N:7]=[C:6]([C:8]([NH2:18])=[O:9])[C:5]([NH:12][CH:13]2[CH2:16][O:15][CH2:14]2)=[CH:4][C:3]=1[F:17]. (3) Given the reactants C(OCC1C2C(=CN=C(C([NH:21][OH:22])=O)C=2)N(CC2C=CC(F)=CC=2F)C=1)C1C=CC=CC=1.FC1C=CC(OCC2C3C=NC(C(OCC)=O)=CC=3N(CC)C=2)=CC=1.[F:57][C:58]1[CH:59]=[CH:60][C:61]([OH:81])=[C:62]([CH:80]=1)[CH2:63][C:64]1[C:68]2[CH:69]=[N:70][C:71]([C:73]([O:75]CC)=O)=[CH:72][C:67]=2[N:66]([CH2:78][CH3:79])[CH:65]=1, predict the reaction product. The product is: [F:57][C:58]1[CH:59]=[CH:60][C:61]([OH:81])=[C:62]([CH:80]=1)[CH2:63][C:64]1[C:68]2[CH:69]=[N:70][C:71]([C:73]([NH:21][OH:22])=[O:75])=[CH:72][C:67]=2[N:66]([CH2:78][CH3:79])[CH:65]=1. (4) Given the reactants [Cl:1][C:2]1[CH:3]=[C:4]2[C:12](=[CH:13][CH:14]=1)[NH:11][C:10]1[C:9](=[O:15])[CH2:8][CH2:7][CH2:6][C:5]2=1.[N+:16]([O-])([OH:18])=[O:17].C(=O)([O-])O.[Na+], predict the reaction product. The product is: [Cl:1][C:2]1[C:3]([N+:16]([O-:18])=[O:17])=[C:4]2[C:12](=[CH:13][CH:14]=1)[NH:11][C:10]1[C:9](=[O:15])[CH2:8][CH2:7][CH2:6][C:5]2=1. (5) Given the reactants [CH2:1]([C:5]1[CH:10]=[CH:9][C:8]([N:11]=[N:12][C:13]2[C:19]([CH3:20])=[CH:18][C:16]([NH2:17])=[C:15]([O:21][CH2:22][CH:23]([CH2:28][CH3:29])[CH2:24][CH2:25][CH2:26][CH3:27])[CH:14]=2)=[CH:7][CH:6]=1)[CH2:2][CH2:3][CH3:4].N(OS(=O)(=O)O)=O.S(=O)(=O)(O)O.[CH2:42]([CH:44]([CH2:62][CH2:63][CH2:64][CH3:65])[CH2:45][N:46]([CH2:54][CH:55]([CH2:60][CH3:61])[CH2:56][CH2:57][CH2:58][CH3:59])[C:47]1[CH:52]=[CH:51][CH:50]=[C:49]([CH3:53])[CH:48]=1)[CH3:43].S(=O)(=O)(O)[NH2:67], predict the reaction product. The product is: [CH2:1]([C:5]1[CH:10]=[CH:9][C:8](/[N:11]=[N:12]/[C:13]2[C:19]([CH3:20])=[CH:18][C:16](/[N:17]=[N:67]/[C:50]3[CH:51]=[CH:52][C:47]([N:46]([CH2:45][CH:44]([CH2:42][CH3:43])[CH2:62][CH2:63][CH2:64][CH3:65])[CH2:54][CH:55]([CH2:60][CH3:61])[CH2:56][CH2:57][CH2:58][CH3:59])=[CH:48][C:49]=3[CH3:53])=[C:15]([O:21][CH2:22][CH:23]([CH2:28][CH3:29])[CH2:24][CH2:25][CH2:26][CH3:27])[CH:14]=2)=[CH:7][CH:6]=1)[CH2:2][CH2:3][CH3:4]. (6) Given the reactants Cl[CH2:2][C:3]1[CH:8]=[CH:7][C:6]([C@H:9]2[C@H:14]([O:15][Si:16]([CH:23]([CH3:25])[CH3:24])([CH:20]([CH3:22])[CH3:21])[CH:17]([CH3:19])[CH3:18])[CH2:13][NH:12][CH2:11][C@@H:10]2[O:26][CH:27]([C:38]2[CH:39]=[CH:40][C:41]3[O:46][CH2:45][CH2:44][N:43]([CH2:47][CH2:48][CH2:49][O:50][CH3:51])[C:42]=3[CH:52]=2)[S:28]([C:31]2[CH:36]=[CH:35][C:34]([CH3:37])=[CH:33][CH:32]=2)(=[O:30])=[O:29])=[CH:5][CH:4]=1.[CH3:53][O:54][C@H:55]1[CH2:57][C@@H:56]1[CH2:58][OH:59], predict the reaction product. The product is: [CH3:53][O:54][C@H:55]1[CH2:57][C@H:56]1[CH2:58][O:59][CH2:2][C:3]1[CH:8]=[CH:7][C:6]([C@H:9]2[C@H:14]([O:15][Si:16]([CH:23]([CH3:25])[CH3:24])([CH:20]([CH3:22])[CH3:21])[CH:17]([CH3:19])[CH3:18])[CH2:13][NH:12][CH2:11][C@@H:10]2[O:26][CH:27]([C:38]2[CH:39]=[CH:40][C:41]3[O:46][CH2:45][CH2:44][N:43]([CH2:47][CH2:48][CH2:49][O:50][CH3:51])[C:42]=3[CH:52]=2)[S:28]([C:31]2[CH:36]=[CH:35][C:34]([CH3:37])=[CH:33][CH:32]=2)(=[O:30])=[O:29])=[CH:5][CH:4]=1. (7) Given the reactants [C:1]([Si:5]([CH3:43])([CH3:42])[O:6][CH:7]([C:17]1[C:18]([CH3:41])=[N:19][O:20][C:21]=1[C:22]1[CH:27]=[CH:26][C:25]([C:28]2[CH:33]=[CH:32][C:31]([C:34]3([CH2:37][C:38](O)=[O:39])[CH2:36][CH2:35]3)=[CH:30][CH:29]=2)=[CH:24][CH:23]=1)[CH2:8][CH2:9][CH2:10][C:11]1[CH:16]=[CH:15][CH:14]=[CH:13][CH:12]=1)([CH3:4])([CH3:3])[CH3:2].[CH3:44][S:45]([NH2:48])(=[O:47])=[O:46], predict the reaction product. The product is: [C:1]([Si:5]([CH3:42])([CH3:43])[O:6][CH:7]([C:17]1[C:18]([CH3:41])=[N:19][O:20][C:21]=1[C:22]1[CH:27]=[CH:26][C:25]([C:28]2[CH:29]=[CH:30][C:31]([C:34]3([CH2:37][C:38]([NH:48][S:45]([CH3:44])(=[O:47])=[O:46])=[O:39])[CH2:35][CH2:36]3)=[CH:32][CH:33]=2)=[CH:24][CH:23]=1)[CH2:8][CH2:9][CH2:10][C:11]1[CH:16]=[CH:15][CH:14]=[CH:13][CH:12]=1)([CH3:2])([CH3:4])[CH3:3].